The task is: Predict which catalyst facilitates the given reaction.. This data is from Catalyst prediction with 721,799 reactions and 888 catalyst types from USPTO. (1) Reactant: C([O:8][C:9]1[CH:10]=[C:11]2[C:15](=[CH:16][CH:17]=1)[NH:14][C:13](=[O:18])[C:12]2=[C:19]1[CH:28]=[CH:27][C:26]2[C:21](=[CH:22][CH:23]=[CH:24][CH:25]=2)[NH:20]1)C1C=CC=CC=1. Product: [OH:8][C:9]1[CH:10]=[C:11]2[C:15](=[CH:16][CH:17]=1)[NH:14][C:13](=[O:18])[C:12]2=[C:19]1[CH:28]=[CH:27][C:26]2[C:21](=[CH:22][CH:23]=[CH:24][CH:25]=2)[NH:20]1. The catalyst class is: 331. (2) Reactant: Cl.[Cl:2][C:3]1[C:4]([O:30]COC)=[CH:5][C:6]([O:26]COC)=[C:7]([CH:25]=1)[C:8]([N:10]1[CH2:18][C:17]2[C:12](=[CH:13][CH:14]=[CH:15][CH:16]=2)[CH:11]1[C:19]([NH:21][CH2:22][CH2:23][CH3:24])=[O:20])=[O:9].C([O-])(O)=O.[Na+]. The catalyst class is: 5. Product: [Cl:2][C:3]1[C:4]([OH:30])=[CH:5][C:6]([OH:26])=[C:7]([CH:25]=1)[C:8]([N:10]1[CH2:18][C:17]2[C:12](=[CH:13][CH:14]=[CH:15][CH:16]=2)[CH:11]1[C:19]([NH:21][CH2:22][CH2:23][CH3:24])=[O:20])=[O:9]. (3) Reactant: [CH2:1]([O:8][C:9]([NH:11][C:12]1[C:13](=[O:22])[N:14]([CH2:18][C:19]([OH:21])=O)[CH:15]=[CH:16][CH:17]=1)=[O:10])[C:2]1[CH:7]=[CH:6][CH:5]=[CH:4][CH:3]=1.CN(C(ON1N=NC2C=CC=CC1=2)=[N+](C)C)C.[B-](F)(F)(F)F.C1C=CC2N(O)N=NC=2C=1.CCN(C(C)C)C(C)C.[CH2:64]([CH:66]([CH2:69][CH3:70])[CH2:67][NH2:68])[CH3:65]. Product: [CH2:1]([O:8][C:9](=[O:10])[NH:11][C:12]1[C:13](=[O:22])[N:14]([CH2:18][C:19]([NH:68][CH2:67][CH:66]([CH2:69][CH3:70])[CH2:64][CH3:65])=[O:21])[CH:15]=[CH:16][CH:17]=1)[C:2]1[CH:3]=[CH:4][CH:5]=[CH:6][CH:7]=1. The catalyst class is: 3. (4) Reactant: [NH2:1][C:2]1[CH:7]=[CH:6][C:5]([OH:8])=[CH:4][C:3]=1[Cl:9].[H-].[Na+].[CH3:12][NH:13][C:14]([C:16]1[CH:17]=[C:18]2[C:23](=[CH:24][C:25]=1[O:26][CH2:27][C:28]1[CH:33]=[CH:32][CH:31]=[CH:30][CH:29]=1)[N:22]=[CH:21][CH:20]=[C:19]2Cl)=[O:15].C(OCC)(=O)C. Product: [CH3:12][NH:13][C:14]([C:16]1[CH:17]=[C:18]2[C:23](=[CH:24][C:25]=1[O:26][CH2:27][C:28]1[CH:33]=[CH:32][CH:31]=[CH:30][CH:29]=1)[N:22]=[CH:21][CH:20]=[C:19]2[O:8][C:5]1[CH:6]=[CH:7][C:2]([NH2:1])=[C:3]([Cl:9])[CH:4]=1)=[O:15]. The catalyst class is: 58. (5) Reactant: [CH2:1]([O:3][C:4]([C:6]1[O:7][C:8]2[CH:15]=[CH:14][CH:13]=[C:12](OS(C(F)(F)F)(=O)=O)[C:9]=2[C:10]=1[CH3:11])=[O:5])[CH3:2].[CH3:24][S:25]([NH2:28])(=[O:27])=[O:26].C1(C2C=CC=CC=2)C=CC=CC=1P(C(C)(C)C)C(C)(C)C.P([O-])([O-])([O-])=O.[K+].[K+].[K+]. Product: [CH2:1]([O:3][C:4]([C:6]1[O:7][C:8]2[CH:15]=[CH:14][CH:13]=[C:12]([NH:28][S:25]([CH3:24])(=[O:27])=[O:26])[C:9]=2[C:10]=1[CH3:11])=[O:5])[CH3:2]. The catalyst class is: 101. (6) Reactant: C([O:5][C:6](=[O:34])[C:7]([CH3:33])([S:9][C:10]1[CH:32]=[CH:31][C:13]([C:14]([O:16][CH2:17][C:18]2[N:22]([CH2:23][C:24]3[CH:29]=[CH:28][C:27]([CH3:30])=[CH:26][CH:25]=3)[N:21]=[N:20][CH:19]=2)=[O:15])=[CH:12][CH:11]=1)[CH3:8])(C)(C)C.Cl. Product: [CH3:33][C:7]([S:9][C:10]1[CH:11]=[CH:12][C:13]([C:14]([O:16][CH2:17][C:18]2[N:22]([CH2:23][C:24]3[CH:25]=[CH:26][C:27]([CH3:30])=[CH:28][CH:29]=3)[N:21]=[N:20][CH:19]=2)=[O:15])=[CH:31][CH:32]=1)([CH3:8])[C:6]([OH:34])=[O:5]. The catalyst class is: 12. (7) Reactant: Br[C:2]1[CH:21]=[N:20][C:5]2[N:6]=[C:7]([N:13]3[CH2:18][CH2:17][N:16]([CH3:19])[CH2:15][CH2:14]3)[C:8]3[N:9]([CH:10]=[N:11][N:12]=3)[C:4]=2[CH:3]=1.O.[CH3:23][N:24](C=O)C. Product: [CH3:19][N:16]1[CH2:17][CH2:18][N:13]([C:7]2[C:8]3[N:9]([CH:10]=[N:11][N:12]=3)[C:4]3[CH:3]=[C:2]([C:23]#[N:24])[CH:21]=[N:20][C:5]=3[N:6]=2)[CH2:14][CH2:15]1. The catalyst class is: 380.